Task: Predict the reaction yield, written as a fraction of the theoretical maximum amount of product (1.0 means a 100% yield; for example, 0.34 means a 34% yield).. Dataset: Reaction yield outcomes from USPTO patents with 853,638 reactions (1) The reactants are [CH2:1]([NH:8][C:9]([C:11]1[S:15][C:14]([N:16]2[CH:21]=[CH:20][C:19]([OH:22])=[CH:18][C:17]2=[O:23])=[N:13][C:12]=1[CH3:24])=[O:10])[C:2]1[CH:7]=[CH:6][CH:5]=[CH:4][CH:3]=1.FC(F)(F)S(O[C:31]1[CH:36]=[CH:35][CH:34]=[CH:33][C:32]=1[Si](C)(C)C)(=O)=O.[F-].[Cs+].C(OCC)(=O)C. The product is [CH2:1]([NH:8][C:9]([C:11]1[S:15][C:14]([N:16]2[CH:21]=[CH:20][C:19]([O:22][C:31]3[CH:36]=[CH:35][CH:34]=[CH:33][CH:32]=3)=[CH:18][C:17]2=[O:23])=[N:13][C:12]=1[CH3:24])=[O:10])[C:2]1[CH:7]=[CH:6][CH:5]=[CH:4][CH:3]=1. The yield is 0.140. The catalyst is C(#N)C. (2) The reactants are [NH2:1][C:2]1[N:3]=[C:4]([CH3:22])[C:5]2[CH:11]=[C:10](Br)[C:9](=[O:13])[N:8]([C@H:14]3[CH2:19][CH2:18][C@H:17]([O:20][CH3:21])[CH2:16][CH2:15]3)[C:6]=2[N:7]=1.[CH3:23][O:24][C:25]1[CH:30]=[CH:29][C:28](B(O)O)=[CH:27][N:26]=1.C(=O)([O-])[O-].[Cs+].[Cs+].C(Cl)Cl. The catalyst is O.C(COC)OC. The product is [NH2:1][C:2]1[N:3]=[C:4]([CH3:22])[C:5]2[CH:11]=[C:10]([C:28]3[CH:27]=[N:26][C:25]([O:24][CH3:23])=[CH:30][CH:29]=3)[C:9](=[O:13])[N:8]([C@H:14]3[CH2:19][CH2:18][C@H:17]([O:20][CH3:21])[CH2:16][CH2:15]3)[C:6]=2[N:7]=1. The yield is 0.400. (3) The reactants are [C:1]([O:5][C:6]([N:8]1[CH2:13][CH2:12][CH:11]([C:14]([NH:16][NH2:17])=[O:15])[CH2:10][CH2:9]1)=[O:7])([CH3:4])([CH3:3])[CH3:2].COC(OC)N(C)C.[CH2:26]1COC[CH2:27]1. No catalyst specified. The product is [C:1]([O:5][C:6]([N:8]1[CH2:13][CH2:12][CH:11]([C:14]2[O:15][C:26]([CH3:27])=[N:17][N:16]=2)[CH2:10][CH2:9]1)=[O:7])([CH3:4])([CH3:2])[CH3:3]. The yield is 0.810. (4) The yield is 0.990. The catalyst is C1([C-]2C(C3C=CC=CC=3)=C(C3C=CC=CC=3)C(C3C=CC=CC=3)=C2C2C=CC=CC=2)C=CC=CC=1.C(P(C(C)(C)C)[C-]1C=CC=C1)(C)(C)C.[Fe+2].O1CCCC1. The product is [F:8][C:7]1[CH:6]=[C:5]([CH2:9][N:10]2[C@@H:15]([CH3:16])[CH2:14][CH2:13][C@H:12]([C:17]3[CH:22]=[CH:21][CH:20]=[CH:19][CH:18]=3)[S:11]2(=[O:24])=[O:23])[C:4]([F:25])=[CH:3][C:2]=1[CH2:33][C:32]([O:31][C:27]([CH3:30])([CH3:29])[CH3:28])=[O:35]. The reactants are Br[C:2]1[C:7]([F:8])=[CH:6][C:5]([CH2:9][N:10]2[C@@H:15]([CH3:16])[CH2:14][CH2:13][C@H:12]([C:17]3[CH:22]=[CH:21][CH:20]=[CH:19][CH:18]=3)[S:11]2(=[O:24])=[O:23])=[C:4]([F:25])[CH:3]=1.[Cl-].[C:27]([O:31][C:32](=[O:35])[CH2:33][Zn+])([CH3:30])([CH3:29])[CH3:28]. (5) The reactants are CO[CH2:3][N:4]([CH2:10][C:11]1[CH:16]=[CH:15][CH:14]=[CH:13][CH:12]=1)[CH2:5][Si](C)(C)C.[Cl:17][C:18]1[CH:23]=[CH:22][C:21](/[CH:24]=[CH:25]/[N+:26]([O-:28])=[O:27])=[CH:20][C:19]=1[Cl:29].FC(F)(F)C(O)=O. The catalyst is C(Cl)Cl. The product is [CH2:10]([N:4]1[CH2:5][CH:25]([N+:26]([O-:28])=[O:27])[CH:24]([C:21]2[CH:22]=[CH:23][C:18]([Cl:17])=[C:19]([Cl:29])[CH:20]=2)[CH2:3]1)[C:11]1[CH:16]=[CH:15][CH:14]=[CH:13][CH:12]=1. The yield is 0.790. (6) The reactants are [Br:1][C:2]1[CH:3]=[C:4]([N+:10]([O-])=O)[C:5]([O:8][CH3:9])=[N:6][CH:7]=1.[NH4+].[Cl-]. The catalyst is CCO.O.[Fe]. The product is [Br:1][C:2]1[CH:3]=[C:4]([NH2:10])[C:5]([O:8][CH3:9])=[N:6][CH:7]=1. The yield is 0.950.